Dataset: Catalyst prediction with 721,799 reactions and 888 catalyst types from USPTO. Task: Predict which catalyst facilitates the given reaction. Reactant: [Cl:1][C:2]1[CH:3]=[C:4]([C:9]2[C:10]3[CH:21]=[C:20]([C:22]([OH:25])([CH3:24])[CH3:23])[S:19][C:11]=3[N:12]=[C:13](S(C)(=O)=O)[N:14]=2)[CH:5]=[CH:6][C:7]=1[Cl:8].[CH3:26][NH2:27]. Product: [Cl:1][C:2]1[CH:3]=[C:4]([C:9]2[C:10]3[CH:21]=[C:20]([C:22]([OH:25])([CH3:24])[CH3:23])[S:19][C:11]=3[N:12]=[C:13]([NH:27][CH3:26])[N:14]=2)[CH:5]=[CH:6][C:7]=1[Cl:8]. The catalyst class is: 1.